Dataset: Forward reaction prediction with 1.9M reactions from USPTO patents (1976-2016). Task: Predict the product of the given reaction. (1) Given the reactants CO[C:3](=[O:8])[CH2:4][C:5](=O)[CH3:6].Br[CH2:10][C:11]([C:13]1[CH:18]=[C:17]([C:19]([F:22])([F:21])[F:20])[CH:16]=[CH:15][C:14]=1[Cl:23])=O.[O:24]1[CH2:29][CH2:28][O:27][CH2:26][CH:25]1[CH2:30][NH2:31].[NH2:32][C@@H:33]1[CH2:38][CH2:37][CH2:36][CH2:35][C@H:34]1[OH:39], predict the reaction product. The product is: [OH:39][C@@H:34]1[CH2:35][CH2:36][CH2:37][CH2:38][C@H:33]1[NH:32][C:3]([C:4]1[CH:10]=[C:11]([C:13]2[CH:18]=[C:17]([C:19]([F:22])([F:21])[F:20])[CH:16]=[CH:15][C:14]=2[Cl:23])[N:31]([CH2:30][CH:25]2[CH2:26][O:27][CH2:28][CH2:29][O:24]2)[C:5]=1[CH3:6])=[O:8]. (2) Given the reactants I[C:2]1[N:3]([CH2:18][C:19]2[C:28]3[C:23](=[CH:24][CH:25]=[CH:26][CH:27]=3)[CH:22]=[CH:21][CH:20]=2)[CH:4]=[C:5]2[C:10]=1[C:9](=[O:11])[N:8]([CH3:12])[C:7](=[O:13])[N:6]2[CH2:14][CH:15]([CH3:17])[CH3:16].[C:29]([OH:35])(=[O:34])[CH2:30][CH2:31][CH:32]=[CH2:33].C1(C)C=CC=CC=1P(C1C=CC=CC=1C)C1C=CC=CC=1C.C(#N)C, predict the reaction product. The product is: [CH3:12][N:8]1[C:9](=[O:11])[C:10]2=[C:2]([CH2:33]/[CH:32]=[CH:31]/[CH2:30][C:29]([OH:35])=[O:34])[N:3]([CH2:18][C:19]3[C:28]4[C:23](=[CH:24][CH:25]=[CH:26][CH:27]=4)[CH:22]=[CH:21][CH:20]=3)[CH:4]=[C:5]2[N:6]([CH2:14][CH:15]([CH3:16])[CH3:17])[C:7]1=[O:13].